This data is from Reaction yield outcomes from USPTO patents with 853,638 reactions. The task is: Predict the reaction yield, written as a fraction of the theoretical maximum amount of product (1.0 means a 100% yield; for example, 0.34 means a 34% yield). (1) The product is [ClH:19].[N:20]1[CH:25]=[CH:24][CH:23]=[CH:22][C:21]=1[CH2:26][NH:27][S:16]([C:14]1[S:15][C:11]([C:5]2[CH:4]=[C:3]([CH2:1][CH3:2])[C:8](=[O:9])[NH:7][C:6]=2[CH3:10])=[CH:12][CH:13]=1)(=[O:18])=[O:17]. The reactants are [CH2:1]([C:3]1[C:8](=[O:9])[NH:7][C:6]([CH3:10])=[C:5]([C:11]2[S:15][C:14]([S:16]([Cl:19])(=[O:18])=[O:17])=[CH:13][CH:12]=2)[CH:4]=1)[CH3:2].[N:20]1[CH:25]=[CH:24][CH:23]=[CH:22][C:21]=1[CH2:26][NH2:27].Cl. The yield is 0.380. No catalyst specified. (2) The reactants are [OH-].[Li+].[NH2:3][C:4]1[N:5]([C:18]2[C:27]3[C:22](=[CH:23][CH:24]=[CH:25][CH:26]=3)[C:21]([CH:28]3[CH2:30][CH2:29]3)=[CH:20][CH:19]=2)[C:6]([S:9][C:10]([CH3:17])([CH3:16])[C:11]([O:13]CC)=[O:12])=[N:7][N:8]=1.Cl. The catalyst is C1COCC1.CO. The product is [NH2:3][C:4]1[N:5]([C:18]2[C:27]3[C:22](=[CH:23][CH:24]=[CH:25][CH:26]=3)[C:21]([CH:28]3[CH2:30][CH2:29]3)=[CH:20][CH:19]=2)[C:6]([S:9][C:10]([CH3:17])([CH3:16])[C:11]([OH:13])=[O:12])=[N:7][N:8]=1. The yield is 0.740. (3) The reactants are [OH:1][C:2]1[CH:11]=[C:10]([OH:12])[C:9]2[C:4](=[CH:5][CH:6]=[CH:7][CH:8]=2)[N:3]=1.[C:13](=O)([O-])[O-].[K+].[K+].S(OC)(OC)(=O)=O. The catalyst is CC(C)=O. The product is [OH:1][C:2]1[CH:11]=[C:10]([O:12][CH3:13])[C:9]2[C:4](=[CH:5][CH:6]=[CH:7][CH:8]=2)[N:3]=1. The yield is 0.720.